This data is from Forward reaction prediction with 1.9M reactions from USPTO patents (1976-2016). The task is: Predict the product of the given reaction. Given the reactants C([N:5]1[C:9]2=[N:10][CH:11]=[N:12][C:13]([NH2:14])=[C:8]2[C:7]([C:15]2[CH:16]=[CH:17][C:18]3[O:22][CH2:21][O:20][C:19]=3[CH:23]=2)=[N:6]1)(C)(C)C, predict the reaction product. The product is: [O:20]1[C:19]2[CH:23]=[C:15]([C:7]3[C:8]4[C:9](=[N:10][CH:11]=[N:12][C:13]=4[NH2:14])[NH:5][N:6]=3)[CH:16]=[CH:17][C:18]=2[O:22][CH2:21]1.